Dataset: Forward reaction prediction with 1.9M reactions from USPTO patents (1976-2016). Task: Predict the product of the given reaction. (1) Given the reactants [CH3:1][S:2](Cl)(=[O:4])=[O:3].CCN(CC)CC.[CH3:13][O:14][C:15](=[O:53])[C:16]1[CH:21]=[CH:20][C:19]([O:22][CH2:23][CH2:24][C:25]2[C:33]3[C:28](=[CH:29][CH:30]=[C:31]([Cl:34])[CH:32]=3)[N:27]([CH:35]([C:42]3[CH:47]=[CH:46][CH:45]=[CH:44][CH:43]=3)[C:36]3[CH:41]=[CH:40][CH:39]=[CH:38][CH:37]=3)[C:26]=2[CH2:48][CH2:49][OH:50])=[CH:18][C:17]=1[O:51][CH3:52], predict the reaction product. The product is: [CH3:13][O:14][C:15](=[O:53])[C:16]1[CH:21]=[CH:20][C:19]([O:22][CH2:23][CH2:24][C:25]2[C:33]3[C:28](=[CH:29][CH:30]=[C:31]([Cl:34])[CH:32]=3)[N:27]([CH:35]([C:42]3[CH:43]=[CH:44][CH:45]=[CH:46][CH:47]=3)[C:36]3[CH:41]=[CH:40][CH:39]=[CH:38][CH:37]=3)[C:26]=2[CH2:48][CH2:49][O:50][S:2]([CH3:1])(=[O:4])=[O:3])=[CH:18][C:17]=1[O:51][CH3:52]. (2) Given the reactants [Br:1][C:2]1[CH:3]=[C:4]([C:8]2[CH:13]=[CH:12][N:11]=[C:10]([NH:14][C:15]3[CH:16]=[C:17]([CH:19]=[CH:20][C:21]=3[CH3:22])[NH2:18])[N:9]=2)[CH:5]=[N:6][CH:7]=1.Cl.Cl.[CH3:25][O:26][C:27]1[CH:28]=[C:29]([CH:33]=[CH:34][C:35]=1[CH2:36][N:37]1[CH2:42][CH2:41][N:40]([CH3:43])[CH2:39][CH2:38]1)[C:30](Cl)=[O:31], predict the reaction product. The product is: [CH3:25][O:26][C:27]1[CH:28]=[C:29]([CH:33]=[CH:34][C:35]=1[CH2:36][N:37]1[CH2:42][CH2:41][N:40]([CH3:43])[CH2:39][CH2:38]1)[C:30]([NH:18][C:17]1[CH:19]=[CH:20][C:21]([CH3:22])=[C:15]([NH:14][C:10]2[N:9]=[C:8]([C:4]3[CH:5]=[N:6][CH:7]=[C:2]([Br:1])[CH:3]=3)[CH:13]=[CH:12][N:11]=2)[CH:16]=1)=[O:31]. (3) Given the reactants [F:1][C:2]1[CH:7]=[CH:6][CH:5]=[C:4]([F:8])[C:3]=1[CH:9]([O:11][C:12](=[O:27])[NH:13][C:14]1[C:15]([CH3:26])=[N:16][O:17][C:18]=1[C:19]1[CH:24]=[CH:23][C:22](Br)=[CH:21][CH:20]=1)[CH3:10].[CH2:28]([O:30][C:31](=[O:48])[CH2:32][C:33]1[CH:38]=[CH:37][C:36](B2OC(C)(C)C(C)(C)O2)=[CH:35][CH:34]=1)[CH3:29], predict the reaction product. The product is: [CH2:28]([O:30][C:31](=[O:48])[CH2:32][C:33]1[CH:38]=[CH:37][C:36]([C:22]2[CH:23]=[CH:24][C:19]([C:18]3[O:17][N:16]=[C:15]([CH3:26])[C:14]=3[NH:13][C:12]([O:11][CH:9]([C:3]3[C:2]([F:1])=[CH:7][CH:6]=[CH:5][C:4]=3[F:8])[CH3:10])=[O:27])=[CH:20][CH:21]=2)=[CH:35][CH:34]=1)[CH3:29].